Dataset: Experimentally validated miRNA-target interactions with 360,000+ pairs, plus equal number of negative samples. Task: Binary Classification. Given a miRNA mature sequence and a target amino acid sequence, predict their likelihood of interaction. (1) The miRNA is mmu-miR-124-3p with sequence UAAGGCACGCGGUGAAUGCC. The protein sequence of the target gene is MAYHGLTVPLIVMSVFWGFVGLLVPWFIPKGPNRGVIITMLVTCSVCCYLFWLIAILAQLNPLFGPQLKNETIWYLKYHWP. Result: 1 (interaction). (2) The miRNA is hsa-miR-499a-5p with sequence UUAAGACUUGCAGUGAUGUUU. The protein sequence of the target gene is MMNRTTPDQELVPASEPVWERPWSVEEIRRSSQSWSLAADAGLLQFLQEFSQQTISRTHEIKKQVDGLIRETKATDCRLHNVFNDFLMLSNTQFIENRVYDEEVEEPVLKAEAEKTEQEKTREQKEVDLIPKVQEAVNYGLQVLDSAFEQLDIKAGNSDSEEDDANGRVELILEPKDLYIDRPLPYLIGSKLFMEQEDVGLGELSSEEGSVGSDRGSIVDTEEEKEEEESDEDFAHHSDNEQNQHTTQMSDEEEDDDGCDLFADSEKEEEDIEDIEENTRPKRSRPTSFADELAARIKGD.... Result: 1 (interaction). (3) The miRNA is hsa-miR-1245a with sequence AAGUGAUCUAAAGGCCUACAU. The protein sequence of the target gene is MINAQELLTLEDVTVEFTWEEWQLLGPFQKDLYRDVMLEIYSNLLSMGYQVSKPDALSKLERGEEPWTMEDERHSRICPENNEVDDHLQDHLENQRMLKSVEQYHEHNAFGNTASQTKSLCLFRENHDTFELYIKTLKSNLSLVNQNKSCEINNSTKFSGDGKSFLHGNYEELYSAAKFSVSTKANSTKSQVSKHQRTHEIEKNHVCSECGKAFVKKSQLTDHERVHTGEKPYGCTLCAKVFSRKSRLNEHQRIHKREKSFICSECGKVFTMKSRLIEHQRTHTGEKPYICNECGKGFPG.... Result: 1 (interaction).